This data is from Merck oncology drug combination screen with 23,052 pairs across 39 cell lines. The task is: Regression. Given two drug SMILES strings and cell line genomic features, predict the synergy score measuring deviation from expected non-interaction effect. Drug 1: C#Cc1cccc(Nc2ncnc3cc(OCCOC)c(OCCOC)cc23)c1. Drug 2: Cn1cc(-c2cnn3c(N)c(Br)c(C4CCCNC4)nc23)cn1. Cell line: LNCAP. Synergy scores: synergy=25.8.